From a dataset of Full USPTO retrosynthesis dataset with 1.9M reactions from patents (1976-2016). Predict the reactants needed to synthesize the given product. Given the product [NH2:52][C:38]1[N:39]=[C:40]([C:42]2[CH:51]=[C:50]3[C:45]([CH2:46][CH2:47][N:48]([C:1]([NH:16][C:15]4[CH:17]=[CH:18][CH:19]=[C:13]([Cl:12])[C:14]=4[F:20])=[O:2])[CH2:49]3)=[CH:44][CH:43]=2)[CH:41]=[C:36]([N:33]2[CH2:32][CH2:31][N:30]([CH3:29])[CH2:35][CH2:34]2)[N:37]=1, predict the reactants needed to synthesize it. The reactants are: [C:1](Cl)(Cl)=[O:2].C1(C)C=CC=CC=1.[Cl:12][C:13]1[C:14]([F:20])=[C:15]([CH:17]=[CH:18][CH:19]=1)[NH2:16].C(N(CC)CC)C.Cl.[CH3:29][N:30]1[CH2:35][CH2:34][N:33]([C:36]2[CH:41]=[C:40]([C:42]3[CH:51]=[C:50]4[C:45]([CH2:46][CH2:47][NH:48][CH2:49]4)=[CH:44][CH:43]=3)[N:39]=[C:38]([NH2:52])[N:37]=2)[CH2:32][CH2:31]1.